Dataset: Forward reaction prediction with 1.9M reactions from USPTO patents (1976-2016). Task: Predict the product of the given reaction. (1) Given the reactants [Br:1][C:2]1[NH:6][C:5]([C:7]([O:9][CH2:10]C)=[O:8])=[CH:4][CH:3]=1.Br[CH2:13][C:14]([C:16]1[CH:21]=[CH:20][C:19]([O:22][CH3:23])=[CH:18][CH:17]=1)=[O:15].C(=O)([O-])[O-].[K+].[K+], predict the reaction product. The product is: [CH3:10][O:9][C:7]([C:5]1[N:6]([CH2:13][C:14]([C:16]2[CH:21]=[CH:20][C:19]([O:22][CH3:23])=[CH:18][CH:17]=2)=[O:15])[C:2]([Br:1])=[CH:3][CH:4]=1)=[O:8]. (2) Given the reactants [C:1]1([C:7]2[NH:8][C:9]3[C:14]([CH:15]=2)=[CH:13][CH:12]=[CH:11][CH:10]=3)[CH:6]=[CH:5][CH:4]=[CH:3][CH:2]=1.[Cl-].[CH3:17][C:18]1[CH:30]=[CH:29][CH:28]=[CH:27][C:19]=1[CH:20]=[N+:21]1[CH2:26][CH2:25][CH2:24][CH2:23][CH2:22]1, predict the reaction product. The product is: [C:1]1([C:7]2[NH:8][C:9]3[C:14]([C:15]=2[CH:20]([N:21]2[CH2:26][CH2:25][CH2:24][CH2:23][CH2:22]2)[C:19]2[CH:27]=[CH:28][CH:29]=[CH:30][C:18]=2[CH3:17])=[CH:13][CH:12]=[CH:11][CH:10]=3)[CH:6]=[CH:5][CH:4]=[CH:3][CH:2]=1. (3) Given the reactants OS(O)(=O)=O.[N+:6]([O-:9])(O)=[O:7].[CH3:10][N:11]1[C:16]([CH3:17])=[CH:15][C:14](=[O:18])[N:13]([CH3:19])[C:12]1=[O:20], predict the reaction product. The product is: [CH3:10][N:11]1[C:16]([CH3:17])=[C:15]([N+:6]([O-:9])=[O:7])[C:14](=[O:18])[N:13]([CH3:19])[C:12]1=[O:20].